Predict the reactants needed to synthesize the given product. From a dataset of Full USPTO retrosynthesis dataset with 1.9M reactions from patents (1976-2016). (1) Given the product [F:53][C:54]1[CH:55]=[CH:56][C:57]2[N:58]([CH:60]=[C:61]([C:63]([NH:65][C@H:66]3[CH2:71][CH2:70][C@@H:69]([N:72]4[C:77](=[O:78])[C:76]5[CH:79]=[C:80]([F:83])[CH:81]=[N:82][C:75]=5[N:74]([C:84]5[CH:89]=[C:88]([C:40]6[CH:41]=[CH:42][C:37]([OH:36])=[CH:38][C:39]=6[CH2:46][N:47]6[CH2:52][CH2:51][O:50][CH2:49][CH2:48]6)[CH:87]=[CH:86][CH:85]=5)[C:73]4=[O:91])[CH2:68][CH2:67]3)=[O:64])[N:62]=2)[CH:59]=1, predict the reactants needed to synthesize it. The reactants are: C1(P(C2CCCCC2)C2C=CC=CC=2C2C(OC)=CC=CC=2OC)CCCCC1.C(=O)([O-])[O-].[K+].[K+].[OH:36][C:37]1[CH:42]=[CH:41][C:40](B(O)O)=[C:39]([CH2:46][N:47]2[CH2:52][CH2:51][O:50][CH2:49][CH2:48]2)[CH:38]=1.[F:53][C:54]1[CH:55]=[CH:56][C:57]2[N:58]([CH:60]=[C:61]([C:63]([NH:65][C@H:66]3[CH2:71][CH2:70][C@@H:69]([N:72]4[C:77](=[O:78])[C:76]5[CH:79]=[C:80]([F:83])[CH:81]=[N:82][C:75]=5[N:74]([C:84]5[CH:89]=[CH:88][CH:87]=[C:86](I)[CH:85]=5)[C:73]4=[O:91])[CH2:68][CH2:67]3)=[O:64])[N:62]=2)[CH:59]=1. (2) Given the product [NH2:11][CH:12]([CH2:23][CH2:24][P:25]([O:38][CH3:39])([O:27][C:28]1[CH:33]=[CH:32][C:31]([C:34]([F:35])([F:36])[F:37])=[CH:30][CH:29]=1)=[O:26])[C:13]([OH:15])=[O:14], predict the reactants needed to synthesize it. The reactants are: C(OC([NH:11][CH:12]([CH2:23][CH2:24][P:25]([O:38][CH3:39])([O:27][C:28]1[CH:33]=[CH:32][C:31]([C:34]([F:37])([F:36])[F:35])=[CH:30][CH:29]=1)=[O:26])[C:13]([O:15]CC1C=CC=CC=1)=[O:14])=O)C1C=CC=CC=1.C1(OC)C=CC=CC=1.[Cl-].[Cl-].[Cl-].[Al+3].O.